Dataset: Reaction yield outcomes from USPTO patents with 853,638 reactions. Task: Predict the reaction yield, written as a fraction of the theoretical maximum amount of product (1.0 means a 100% yield; for example, 0.34 means a 34% yield). (1) The reactants are [CH:1]1([N:4]2[C:13]3[C:8](=[C:9]([N+:18]([O-:20])=[O:19])[C:10]([F:17])=[C:11]([F:16])[C:12]=3[O:14][CH3:15])[C:7](=[O:21])[CH:6]([C:22]([O:24][CH2:25][CH3:26])=[O:23])[CH:5]2[CH3:27])[CH2:3][CH2:2]1. The catalyst is C(Cl)Cl.[O-2].[O-2].[Mn+4]. The product is [CH:1]1([N:4]2[C:13]3[C:8](=[C:9]([N+:18]([O-:20])=[O:19])[C:10]([F:17])=[C:11]([F:16])[C:12]=3[O:14][CH3:15])[C:7](=[O:21])[C:6]([C:22]([O:24][CH2:25][CH3:26])=[O:23])=[C:5]2[CH3:27])[CH2:2][CH2:3]1. The yield is 0.160. (2) The reactants are [Cl:1][C:2]1[CH:7]=[CH:6][C:5]([C:8]2[CH:9]=[C:10]3[C:16]([C:17]([C:19]4[C:20]([F:33])=[C:21]([NH:26][S:27]([CH2:30][CH2:31][CH3:32])(=[O:29])=[O:28])[CH:22]=[CH:23][C:24]=4[F:25])=[O:18])=[CH:15][NH:14][C:11]3=[N:12][CH:13]=2)=[CH:4][CH:3]=1.C([O-])([O-])=O.[K+].[K+].[C:40](=[O:48])([O:45][CH2:46][CH3:47])[O:41][CH:42](Cl)[CH3:43]. The catalyst is CN(C=O)C.CCCC[N+](CCCC)(CCCC)CCCC.[Br-].CCOC(C)=O. The product is [C:40](=[O:48])([O:45][CH2:46][CH3:47])[O:41][CH:42]([N:14]1[C:11]2=[N:12][CH:13]=[C:8]([C:5]3[CH:6]=[CH:7][C:2]([Cl:1])=[CH:3][CH:4]=3)[CH:9]=[C:10]2[C:16]([C:17](=[O:18])[C:19]2[C:24]([F:25])=[CH:23][CH:22]=[C:21]([NH:26][S:27]([CH2:30][CH2:31][CH3:32])(=[O:28])=[O:29])[C:20]=2[F:33])=[CH:15]1)[CH3:43]. The yield is 0.500. (3) The yield is 0.910. The reactants are Br[CH2:2][C:3](Br)=[O:4].[I:6][C:7]1[CH:13]=[CH:12][C:10]([NH2:11])=[CH:9][CH:8]=1.CCN(CC)CC.[NH:21]1[CH2:26][CH2:25][O:24][CH2:23][CH2:22]1. The product is [I:6][C:7]1[CH:13]=[CH:12][C:10]([NH:11][C:3](=[O:4])[CH2:2][N:21]2[CH2:26][CH2:25][O:24][CH2:23][CH2:22]2)=[CH:9][CH:8]=1. The catalyst is C1C=CC=CC=1.CCOC(C)=O.